From a dataset of Forward reaction prediction with 1.9M reactions from USPTO patents (1976-2016). Predict the product of the given reaction. (1) Given the reactants CC(N[C:10]([C:12]1[CH:17]=[CH:16][C:15]([N:18]2[CH2:21][C:20]([F:23])([F:22])[CH2:19]2)=[C:14]([O:24][CH2:25][CH:26]2[CH2:28][CH2:27]2)[N:13]=1)=[O:11])(C1SC=CN=1)C.[CH:29]1([CH2:32][C@H:33]([NH2:40])[C:34]2[N:38]=[C:37]([CH3:39])[O:36][N:35]=2)[CH2:31][CH2:30]1, predict the reaction product. The product is: [CH:29]1([CH2:32][C@H:33]([NH:40][C:10]([C:12]2[CH:17]=[CH:16][C:15]([N:18]3[CH2:21][C:20]([F:23])([F:22])[CH2:19]3)=[C:14]([O:24][CH2:25][CH:26]3[CH2:28][CH2:27]3)[N:13]=2)=[O:11])[C:34]2[N:38]=[C:37]([CH3:39])[O:36][N:35]=2)[CH2:31][CH2:30]1. (2) Given the reactants [CH2:1]([O:3][C:4]([N:6]1[CH2:11][CH2:10][N:9]([C:12](=[O:24])[C@@H:13]([NH:16]C(OC(C)(C)C)=O)[CH2:14][F:15])[CH2:8][CH2:7]1)=[O:5])[CH3:2].C(O)(C(F)(F)F)=O, predict the reaction product. The product is: [CH2:1]([O:3][C:4]([N:6]1[CH2:11][CH2:10][N:9]([C:12](=[O:24])[C@@H:13]([NH2:16])[CH2:14][F:15])[CH2:8][CH2:7]1)=[O:5])[CH3:2]. (3) Given the reactants [F:1][C:2]1[CH:7]=[C:6]([CH:8]([CH3:17])[CH2:9][CH2:10][CH:11]([S:13]([NH2:16])(=[O:15])=[O:14])[CH3:12])[CH:5]=[CH:4][C:3]=1[C:18]1[CH:23]=[CH:22][C:21]([NH2:24])=[C:20]([N+:25]([O-])=O)[CH:19]=1, predict the reaction product. The product is: [F:1][C:2]1[CH:7]=[C:6]([CH:8]([CH3:17])[CH2:9][CH2:10][CH:11]([S:13]([NH2:16])(=[O:15])=[O:14])[CH3:12])[CH:5]=[CH:4][C:3]=1[C:18]1[CH:23]=[CH:22][C:21]([NH2:24])=[C:20]([NH2:25])[CH:19]=1. (4) Given the reactants [Br:1][C:2]1[CH:3]=[C:4]2[C:8](=[CH:9][CH:10]=1)[N:7]([S:11]([C:14]1[CH:19]=[CH:18][C:17]([F:20])=[CH:16][CH:15]=1)(=[O:13])=[O:12])[CH:6]=[C:5]2[CH2:21][N:22]1[CH2:27][CH2:26][N:25]([CH3:28])[CH2:24][CH2:23]1.[C:29]([OH:36])(=[O:35])/[CH:30]=[CH:31]\[C:32]([OH:34])=[O:33], predict the reaction product. The product is: [C:29]([OH:36])(=[O:35])/[CH:30]=[CH:31]\[C:32]([OH:34])=[O:33].[Br:1][C:2]1[CH:3]=[C:4]2[C:8](=[CH:9][CH:10]=1)[N:7]([S:11]([C:14]1[CH:19]=[CH:18][C:17]([F:20])=[CH:16][CH:15]=1)(=[O:13])=[O:12])[CH:6]=[C:5]2[CH2:21][N:22]1[CH2:27][CH2:26][N:25]([CH3:28])[CH2:24][CH2:23]1. (5) Given the reactants [Cl:1][C:2]1[CH:17]=[CH:16][C:5]([O:6][CH:7]([CH3:15])[CH2:8][CH2:9][O:10]S(C)(=O)=O)=[C:4]([O:18][C:19]2[CH:24]=[CH:23][CH:22]=[CH:21][CH:20]=2)[CH:3]=1.C([O:27][C:28](=[O:39])[CH2:29][CH2:30][C:31]1[CH:36]=[CH:35][C:34](O)=[CH:33][C:32]=1[Cl:38])C.C(=O)([O-])[O-].[Cs+].[Cs+].[OH-].[Na+], predict the reaction product. The product is: [Cl:38][C:32]1[CH:33]=[C:34]([O:10][CH2:9][CH2:8][C@H:7]([O:6][C:5]2[CH:16]=[CH:17][C:2]([Cl:1])=[CH:3][C:4]=2[O:18][C:19]2[CH:24]=[CH:23][CH:22]=[CH:21][CH:20]=2)[CH3:15])[CH:35]=[CH:36][C:31]=1[CH2:30][CH2:29][C:28]([OH:39])=[O:27]. (6) Given the reactants Br[C:2]1[CH:11]=[C:10]2[C:5]([CH:6]=[CH:7][N:8]=[C:9]2[O:12][C@H:13]2[CH2:17][N:16]([C:18](=[O:36])[C@H:19]([CH:31]3[CH2:35][CH2:34][CH2:33][CH2:32]3)[NH:20][C:21]([O:23][CH2:24][C:25]([CH3:30])([CH3:29])[CH2:26][CH:27]=[CH2:28])=[O:22])[C@H:15]([C:37]([O:39][CH2:40][CH3:41])=[O:38])[CH2:14]2)=[CH:4][CH:3]=1.[CH:42]([B-](F)(F)F)=[CH2:43].[K+], predict the reaction product. The product is: [CH:31]1([C@H:19]([NH:20][C:21]([O:23][CH2:24][C:25]([CH3:29])([CH3:30])[CH2:26][CH:27]=[CH2:28])=[O:22])[C:18]([N:16]2[CH2:17][C@H:13]([O:12][C:9]3[C:10]4[C:5](=[CH:4][CH:3]=[C:2]([CH:42]=[CH2:43])[CH:11]=4)[CH:6]=[CH:7][N:8]=3)[CH2:14][C@H:15]2[C:37]([O:39][CH2:40][CH3:41])=[O:38])=[O:36])[CH2:35][CH2:34][CH2:33][CH2:32]1. (7) The product is: [F:1][C:2]1([F:24])[CH2:7][CH2:6][CH2:5][CH:4]([CH2:8][NH:9][C:10]([C:12]2[C:13]3[CH:14]=[CH:15][C:16]([N:37]4[CH2:38][CH2:39][C@H:35]([F:34])[CH2:36]4)=[N:17][C:18]=3[CH:19]=[CH:20][C:21]=2[Cl:22])=[O:11])[CH2:3]1. Given the reactants [F:1][C:2]1([F:24])[CH2:7][CH2:6][CH2:5][CH:4]([CH2:8][NH:9][C:10]([C:12]2[C:13]3[CH:14]=[CH:15][C:16](Cl)=[N:17][C:18]=3[CH:19]=[CH:20][C:21]=2[Cl:22])=[O:11])[CH2:3]1.CCN(C(C)C)C(C)C.[F:34][C@H:35]1[CH2:39][CH2:38][NH:37][CH2:36]1, predict the reaction product. (8) Given the reactants [Br:1][C:2]1[CH:3]=[C:4]([C@:9]2([CH3:28])[CH2:14][C@@H:13]([C:15]([F:18])([F:17])[F:16])[O:12][C:11]([NH:19][C:20](=[O:27])[C:21]3[CH:26]=[CH:25][CH:24]=[CH:23][CH:22]=3)=[N:10]2)[C:5]([F:8])=[N:6][CH:7]=1.[C:29]([O:33][C:34](O[C:34]([O:33][C:29]([CH3:32])([CH3:31])[CH3:30])=[O:35])=[O:35])([CH3:32])([CH3:31])[CH3:30], predict the reaction product. The product is: [C:20]([N:19]([C:11]1[O:12][C@H:13]([C:15]([F:17])([F:18])[F:16])[CH2:14][C@:9]([C:4]2[C:5]([F:8])=[N:6][CH:7]=[C:2]([Br:1])[CH:3]=2)([CH3:28])[N:10]=1)[C:34](=[O:35])[O:33][C:29]([CH3:32])([CH3:31])[CH3:30])(=[O:27])[C:21]1[CH:22]=[CH:23][CH:24]=[CH:25][CH:26]=1. (9) Given the reactants C[Si]([C:5]#[C:6][C:7]1[CH:12]=[CH:11][C:10]([C:13](=[O:15])[CH3:14])=[CH:9][CH:8]=1)(C)C.[OH-].[K+].CC(O)=O, predict the reaction product. The product is: [C:6]([C:7]1[CH:12]=[CH:11][C:10]([C:13](=[O:15])[CH3:14])=[CH:9][CH:8]=1)#[CH:5]. (10) The product is: [CH2:31]([C@@H:26]1[NH:25][CH2:30][CH2:29][N:28]([C:2]2[CH:3]=[CH:4][C:5]([O:16][CH3:17])=[C:6]([O:7][CH:8]3[CH2:13][CH2:12][N:11]([CH3:14])[CH2:10][CH2:9]3)[CH:15]=2)[CH2:27]1)[C:32]1[CH:33]=[CH:34][CH:35]=[CH:36][CH:37]=1. Given the reactants Br[C:2]1[CH:3]=[CH:4][C:5]([O:16][CH3:17])=[C:6]([CH:15]=1)[O:7][CH:8]1[CH2:13][CH2:12][N:11]([CH3:14])[CH2:10][CH2:9]1.C(OC([N:25]1[CH2:30][CH2:29][NH:28][CH2:27][C@@H:26]1[CH2:31][C:32]1[CH:37]=[CH:36][CH:35]=[CH:34][CH:33]=1)=O)(C)(C)C, predict the reaction product.